This data is from Merck oncology drug combination screen with 23,052 pairs across 39 cell lines. The task is: Regression. Given two drug SMILES strings and cell line genomic features, predict the synergy score measuring deviation from expected non-interaction effect. Drug 2: CC(C)CC(NC(=O)C(Cc1ccccc1)NC(=O)c1cnccn1)B(O)O. Cell line: KPL1. Synergy scores: synergy=14.3. Drug 1: CC1CC2C3CCC4=CC(=O)C=CC4(C)C3(F)C(O)CC2(C)C1(O)C(=O)CO.